Dataset: Full USPTO retrosynthesis dataset with 1.9M reactions from patents (1976-2016). Task: Predict the reactants needed to synthesize the given product. (1) Given the product [CH2:2]=[CH:3][CH:4]([C:7]1[CH2:6][CH:10]=[CH:9][CH:8]=1)[CH3:5], predict the reactants needed to synthesize it. The reactants are: Br[CH2:2][CH2:3][CH:4]=[CH2:5].[CH:6]1([Mg]Cl)[CH:10]=[CH:9][CH:8]=[CH:7]1. (2) Given the product [F:1][C:2]([F:31])([F:30])[C:3]1[CH:4]=[C:5]([C@H:13]2[O:17][C:16](=[O:18])[N:15]([CH2:19][C:20]3[C:25]([C:36]4[C:37]([O:39][CH3:40])=[CH:38][C:33]([F:32])=[C:34]([C:50]5[CH:55]=[CH:54][C:53]([C:56]([O:58][CH3:59])=[O:57])=[CH:52][C:51]=5[CH3:60])[CH:35]=4)=[CH:24][N:23]=[C:22]([S:27][CH3:28])[N:21]=3)[C@H:14]2[CH3:29])[CH:6]=[C:7]([C:9]([F:12])([F:11])[F:10])[CH:8]=1, predict the reactants needed to synthesize it. The reactants are: [F:1][C:2]([F:31])([F:30])[C:3]1[CH:4]=[C:5]([C@H:13]2[O:17][C:16](=[O:18])[N:15]([CH2:19][C:20]3[C:25](Br)=[CH:24][N:23]=[C:22]([S:27][CH3:28])[N:21]=3)[C@H:14]2[CH3:29])[CH:6]=[C:7]([C:9]([F:12])([F:11])[F:10])[CH:8]=1.[F:32][C:33]1[CH:38]=[C:37]([O:39][CH3:40])[C:36](B2OC(C)(C)C(C)(C)O2)=[CH:35][C:34]=1[C:50]1[CH:55]=[CH:54][C:53]([C:56]([O:58][CH3:59])=[O:57])=[CH:52][C:51]=1[CH3:60].C([O-])([O-])=O.[K+].[K+].O1CCOCC1. (3) Given the product [F:1][C:2]1[C:3]([N+:14]([O-:16])=[O:15])=[C:4]([CH:7]=[C:8]([O:12][CH3:13])[C:9]=1[O:10][CH3:11])[C:5]#[N:17], predict the reactants needed to synthesize it. The reactants are: [F:1][C:2]1[C:3]([N+:14]([O-:16])=[O:15])=[C:4]([CH:7]=[C:8]([O:12][CH3:13])[C:9]=1[O:10][CH3:11])[CH:5]=O.[NH2:17]O.Cl.C([O-])=O.[Na+]. (4) Given the product [Cl:17][C:18]1[N:23]=[C:22]([C:24]([NH:2][NH:1][C:3]2[N:8]=[N:7][C:6]([N:9]([CH3:16])[C:10]3[CH:15]=[CH:14][CH:13]=[CH:12][CH:11]=3)=[CH:5][CH:4]=2)=[O:25])[CH:21]=[CH:20][CH:19]=1, predict the reactants needed to synthesize it. The reactants are: [NH:1]([C:3]1[N:8]=[N:7][C:6]([N:9]([CH3:16])[C:10]2[CH:15]=[CH:14][CH:13]=[CH:12][CH:11]=2)=[CH:5][CH:4]=1)[NH2:2].[Cl:17][C:18]1[N:23]=[C:22]([C:24](O)=[O:25])[CH:21]=[CH:20][CH:19]=1.Cl. (5) Given the product [CH2:36]([NH:38][C:39]([NH:33][C:32]1[CH:31]=[CH:30][C:29]([C:5]2[C:6]([C:8]3[CH:13]=[CH:12][N:11]=[C:10]4[NH:14][C:15]([C:17]5[CH:18]=[CH:19][C:20]([CH2:23][N:24]6[CH2:28][CH2:27][CH2:26][CH2:25]6)=[CH:21][CH:22]=5)=[CH:16][C:9]=34)=[CH:7][N:3]([CH2:1][CH3:2])[N:4]=2)=[CH:35][CH:34]=1)=[O:40])[CH3:37], predict the reactants needed to synthesize it. The reactants are: [CH2:1]([N:3]1[CH:7]=[C:6]([C:8]2[CH:13]=[CH:12][N:11]=[C:10]3[NH:14][C:15]([C:17]4[CH:22]=[CH:21][C:20]([CH2:23][N:24]5[CH2:28][CH2:27][CH2:26][CH2:25]5)=[CH:19][CH:18]=4)=[CH:16][C:9]=23)[C:5]([C:29]2[CH:35]=[CH:34][C:32]([NH2:33])=[CH:31][CH:30]=2)=[N:4]1)[CH3:2].[CH2:36]([N:38]=[C:39]=[O:40])[CH3:37].